Dataset: Experimentally validated miRNA-target interactions with 360,000+ pairs, plus equal number of negative samples. Task: Binary Classification. Given a miRNA mature sequence and a target amino acid sequence, predict their likelihood of interaction. (1) The protein sequence of the target gene is MVLASSTTSIHTMLLLLLMLFHLGLQASISGRDTHRLTRTLNCSSIVKEIIGKLPEPELKTDDEGPSLRNKSFRRVNLSKFVESQGEVDPEDRYVIKSNLQKLNCCLPTSANDSALPGVFIRDLDDFRKKLRFYMVHLNDLETVLTSRPPQPASGSVSPNRGTVEC. Result: 0 (no interaction). The miRNA is mmu-miR-187-3p with sequence UCGUGUCUUGUGUUGCAGCCGG. (2) The miRNA is hsa-miR-548e-5p with sequence CAAAAGCAAUCGCGGUUUUUGC. The protein sequence of the target gene is MEIPKLLPARGTLQGGGGGGIPAGGGRVHRGPDSPAGQVPTRRLLLPRGPQDGGPGRRREEASTASRGPGPSLFAPRPHQPSGGGDDFFLVLLDPVGGDVETAGSGQAAGPVLREEAKAGPGLQGDESGANPAGCSAQGPHCLSAVPTPAPISAPGPAAAFAGTVTIHNQDLLLRFENGVLTLATPPPHAWEPGAAPAQQPRCLIAPQAGFPQAAHPGDCPELRSDLLLAEPAEPAPAPAPQEEAEGLAAALGPRGLLGSGPGVVLYLCPEALCGQTFAKKHQLKMHLLTHSSSQGQRPF.... Result: 1 (interaction). (3) The protein sequence of the target gene is MRKGIQPALEQYLVTAGGGEGAAVVAAAAAASMDKRALLASPGFAAAAAPGTYIQILTTNPSTTSCATSLQSGALTAGPLLPSVPGTEPAASSLYTTPQGPSSRVGLLQQPPAPGRGGGGGPPAKRRLELGESGHQYLSDGLKTPKGKGRAALRSPDSPKTPKSPSEKTRYDTSLGLLTKKFIQLLSQSPDGVLDLNKAAEVLKVQKRRIYDITNVLEGIHLIKKKSKNNVQWMGCSLSEDGGMLAQCQGLSKEVTELSQEEKKLDELIQSCTLDLKLLTEDSENQRLAYVTYQDIRKIS.... The miRNA is mmu-miR-451a with sequence AAACCGUUACCAUUACUGAGUU. Result: 0 (no interaction). (4) The miRNA is hsa-miR-5190 with sequence CCAGUGACUGAGCUGGAGCCA. The protein sequence of the target gene is MTPPPPPPPPPGPDPAADPAADPCPWPGSLVVLFGATAGALGRDLGSDETDLILLVWQVVEPRSRQVGTLHKSLVRAEAAALSTQCREASGLSADSLARAEPLDKVLQQFSQLVNGDVALLGGGPYMLCTDGQQLLRQVLHPEASRKNLVLPDMFFSFYDLRREFHMQHPSTCPARDLTVATMAQGLGLETDATEDDFGVWEVKTMVAVILHLLKEPSSQLFSKPEVIKQKYETGPCSDSTVPCPYSSKADVVDSETVVRARGLPWQSSDQDVARFFKGLNVARGGVALCLNAQGRRNGE.... Result: 1 (interaction). (5) The miRNA is hsa-miR-4786-5p with sequence UGAGACCAGGACUGGAUGCACC. The protein sequence of the target gene is MRLFRWLLKQPVPKQIERYSRFSPSPLSIKQFLDFGRDNACEKTSYMFLRKELPVRLANTMREVNLLPDNLLNRPSVGLVQSWYMQSFLELLEYENKSPEDPQVLDNFLQVLIKVRNRHNDVVPTMAQGVIEYKEKFGFDPFISTNIQYFLDRFYTNRISFRMLINQHTLLFGGDTNPVHPKHIGSIDPTCNVADVVKDAYETAKMLCEQYYLVAPELEVEEFNAKAPDKPIQVVYVPSHLFHMLFELFKNSMRATVELYEDRKEGYPAVKTLVTLGKEDLSIKISDLGGGVPLRKIDRL.... Result: 1 (interaction). (6) The miRNA is mmu-miR-3083-5p with sequence AGGCUGGGAAUAUUUCAGAGAU. The protein sequence of the target gene is MVWKKLGSRNFSSCPSGSIQWIWDVLGECAQDGWDEASVGLGLISILCFAASTFPQFIKAYKTGNMDQALSLWFLLGWIGGDSCNLIGSFLADQLPLQTYTAVYYVLADLVMLTLYFYYKFRTRPSLLSAPINSVLLFLMGMACATPLLSAAGPVAAPREAFRGRALLSVESGSKPFTRQEVIGFVIGSISSVLYLLSRLPQIRTNFLRKSTQGISYSLFALVMLGNTLYGLSVLLKNPEEGQSEGSYLLHHLPWLVGSLGVLLLDTIISIQFLVYRRSTAASELEPLLPS. Result: 0 (no interaction). (7) The miRNA is hsa-miR-4433a-3p with sequence ACAGGAGUGGGGGUGGGACAU. The protein sequence of the target gene is MNPDLRRERDSASFNPELLTHILDGSPEKTRRRREIENMILNDPDFQHEDLNFLTRSQRYEVAVRKSAIMVKKMREFGIADPDEIMWFKKLHLVNFVEPVGLNYSMFIPTLLNQGTTAQKEKWLLSSKGLQIIGTYAQTEMGHGTHLRGLETTATYDPETQEFILNSPTVTSIKWWPGGLGKTSNHAIVLAQLITKGKCYGLHAFIVPIREIGTHKPLPGITVGDIGPKFGYDEIDNGYLKMDNHRIPRENMLMKYAQVKPDGTYVKPLSNKLTYGTMVFVRSFLVGEAARALSKACTIA.... Result: 1 (interaction).